From a dataset of Reaction yield outcomes from USPTO patents with 853,638 reactions. Predict the reaction yield, written as a fraction of the theoretical maximum amount of product (1.0 means a 100% yield; for example, 0.34 means a 34% yield). (1) The reactants are [CH3:1][C:2]1([CH3:34])[O:6][C@@H:5]([CH2:7][N:8]2[C:16]3[C:11](=[CH:12][C:13]([N+:18]([O-:20])=[O:19])=[C:14]([F:17])[CH:15]=3)[CH:10]=[C:9]2[C:21]([CH3:33])([CH3:32])[C:22](OCC2C=CC=CC=2)=[O:23])[CH2:4][O:3]1.CC1(C)O[C@@H](CN2C3C(=CC([N+]([O-])=O)=C(F)C=3)C=C2C(C)(C)C(OC[C@H]2COC(C)(C)O2)=O)CO1.[H-].[H-].[H-].[H-].[Li+].[Al+3]. The catalyst is C1COCC1. The product is [CH3:1][C:2]1([CH3:34])[O:6][C@@H:5]([CH2:7][N:8]2[C:16]3[C:11](=[CH:12][C:13]([N+:18]([O-:20])=[O:19])=[C:14]([F:17])[CH:15]=3)[CH:10]=[C:9]2[C:21]([CH3:33])([CH3:32])[CH2:22][OH:23])[CH2:4][O:3]1. The yield is 0.490. (2) The reactants are CO[C:3](=[O:25])[CH:4]([C:8]1[N:12]2[CH:13]=[C:14]([CH3:17])[CH:15]=[CH:16][C:11]2=[N:10][C:9]=1[C:18]1[CH:23]=[CH:22][C:21]([CH3:24])=[CH:20][CH:19]=1)[CH2:5][CH:6]=O.[CH3:26][NH2:27].[BH4-].[Na+].O. The catalyst is CO.CO.CCOC(C)=O. The product is [CH3:26][N:27]1[CH2:6][CH2:5][CH:4]([C:8]2[N:12]3[CH:13]=[C:14]([CH3:17])[CH:15]=[CH:16][C:11]3=[N:10][C:9]=2[C:18]2[CH:23]=[CH:22][C:21]([CH3:24])=[CH:20][CH:19]=2)[C:3]1=[O:25]. The yield is 0.190.